This data is from Forward reaction prediction with 1.9M reactions from USPTO patents (1976-2016). The task is: Predict the product of the given reaction. (1) Given the reactants [CH3:1][O:2][C:3]1[CH:18]=[CH:17][CH:16]=[CH:15][C:4]=1[CH2:5][NH:6][C:7]1[C:12]([CH2:13][OH:14])=[CH:11][CH:10]=[CH:9][N:8]=1, predict the reaction product. The product is: [CH3:1][O:2][C:3]1[CH:18]=[CH:17][CH:16]=[CH:15][C:4]=1[CH2:5][NH:6][C:7]1[N:8]=[CH:9][CH:10]=[CH:11][C:12]=1[CH:13]=[O:14]. (2) The product is: [Br:15][CH2:1][C:2]1[O:6][C:5]([C:7]([C:9]2[CH:14]=[CH:13][CH:12]=[CH:11][CH:10]=2)=[O:8])=[N:4][CH:3]=1. Given the reactants [CH3:1][C:2]1[O:6][C:5]([C:7]([C:9]2[CH:14]=[CH:13][CH:12]=[CH:11][CH:10]=2)=[O:8])=[N:4][CH:3]=1.[Br:15]N1C(=O)CCC1=O.N(C(C)(C)C#N)=NC(C)(C)C#N, predict the reaction product. (3) Given the reactants [CH3:1][N:2]1[CH2:7][CH2:6][NH:5][CH:4]([C:8]2[CH:13]=[CH:12][CH:11]=[CH:10][CH:9]=2)[CH2:3]1.C(N(CC)CC)C.[C:21](Cl)(=[O:24])[CH2:22][CH3:23], predict the reaction product. The product is: [C:21]([CH:3]1[CH:4]([C:8]2[CH:9]=[CH:10][CH:11]=[CH:12][CH:13]=2)[NH:5][CH2:6][CH2:7][N:2]1[CH3:1])(=[O:24])[CH2:22][CH3:23]. (4) The product is: [C:1]([C:3]1[CH:8]=[CH:7][C:6]([C:9]2[N:10]=[C:11]([C@@H:14]([NH:22][C:23](=[O:30])[C:24]3[CH:25]=[CH:26][CH:27]=[CH:28][CH:29]=3)[CH2:15][C:16]3[CH:21]=[CH:20][CH:19]=[CH:18][CH:17]=3)[N:12]([CH2:37][CH3:38])[CH:13]=2)=[CH:5][CH:4]=1)#[N:2]. Given the reactants [C:1]([C:3]1[CH:8]=[CH:7][C:6]([C:9]2[N:10]=[C:11]([C@@H:14]([NH:22][C:23](=[O:30])[C:24]3[CH:29]=[CH:28][CH:27]=[CH:26][CH:25]=3)[CH2:15][C:16]3[CH:21]=[CH:20][CH:19]=[CH:18][CH:17]=3)[NH:12][CH:13]=2)=[CH:5][CH:4]=1)#[N:2].C(=O)([O-])[O-].[K+].[K+].[CH2:37](I)[CH3:38], predict the reaction product. (5) Given the reactants [Cl:1][C:2]1[CH:3]=[CH:4][C:5]([OH:17])=[C:6]([CH:8]=[CH:9][CH2:10][NH:11][CH2:12][C:13]([O:15][CH3:16])=[O:14])[CH:7]=1, predict the reaction product. The product is: [Cl:1][C:2]1[CH:3]=[CH:4][C:5]([OH:17])=[C:6]([CH2:8][CH2:9][CH2:10][NH:11][CH2:12][C:13]([O:15][CH3:16])=[O:14])[CH:7]=1. (6) Given the reactants [C:1]([C:4]1[NH:5][CH:6]=[CH:7][CH:8]=1)(=[O:3])[CH3:2].[CH:9]1[C:18]2[C:13](=[CH:14][CH:15]=[CH:16][CH:17]=2)[CH:12]=[CH:11][C:10]=1[C:19](Cl)=[O:20].[Cl-].[Al+3].[Cl-].[Cl-], predict the reaction product. The product is: [CH:9]1[C:18]2[C:13](=[CH:14][CH:15]=[CH:16][CH:17]=2)[CH:12]=[CH:11][C:10]=1[C:19]([C:7]1[CH:8]=[C:4]([C:1](=[O:3])[CH3:2])[NH:5][CH:6]=1)=[O:20].